Task: Regression. Given two drug SMILES strings and cell line genomic features, predict the synergy score measuring deviation from expected non-interaction effect.. Dataset: NCI-60 drug combinations with 297,098 pairs across 59 cell lines Synergy scores: CSS=15.3, Synergy_ZIP=-8.70, Synergy_Bliss=-6.30, Synergy_Loewe=1.04, Synergy_HSA=-2.82. Cell line: CCRF-CEM. Drug 1: CC1CCC2CC(C(=CC=CC=CC(CC(C(=O)C(C(C(=CC(C(=O)CC(OC(=O)C3CCCCN3C(=O)C(=O)C1(O2)O)C(C)CC4CCC(C(C4)OC)OCCO)C)C)O)OC)C)C)C)OC. Drug 2: C1CCC(C(C1)N)N.C(=O)(C(=O)[O-])[O-].[Pt+4].